This data is from Full USPTO retrosynthesis dataset with 1.9M reactions from patents (1976-2016). The task is: Predict the reactants needed to synthesize the given product. (1) Given the product [CH2:9]([Si:10]([CH3:12])([CH3:11])[CH2:13][C:14]([OH:16])=[O:15])[CH3:2], predict the reactants needed to synthesize it. The reactants are: [Li+].[CH3:2]C([N-]C(C)C)C.[CH3:9][Si:10]([CH2:13][C:14]([O-:16])=[O:15])([CH3:12])[CH3:11].Cl[Si](CC)(C)C. (2) Given the product [CH3:36][N:37]([CH2:38][CH2:39][CH2:40][CH2:41][CH2:42][CH2:43][CH2:44][CH2:45][C:46]1[CH:47]=[CH:48][CH:49]=[CH:50][CH:51]=1)[C:4](=[O:3])[C:5]1[CH:10]=[C:9]([C:11]2[CH:16]=[CH:15][CH:14]=[C:13]([C:17]([F:20])([F:18])[F:19])[CH:12]=2)[C:8]([O:21][CH2:22][CH2:23][OH:24])=[C:7]([C:25]2[CH:30]=[CH:29][CH:28]=[C:27]([C:31]([F:33])([F:34])[F:32])[CH:26]=2)[CH:6]=1, predict the reactants needed to synthesize it. The reactants are: C([O:3][C:4](=O)[C:5]1[CH:10]=[C:9]([C:11]2[CH:16]=[CH:15][CH:14]=[C:13]([C:17]([F:20])([F:19])[F:18])[CH:12]=2)[C:8]([O:21][CH2:22][CH2:23][OH:24])=[C:7]([C:25]2[CH:30]=[CH:29][CH:28]=[C:27]([C:31]([F:34])([F:33])[F:32])[CH:26]=2)[CH:6]=1)C.[CH3:36][NH:37][CH2:38][CH2:39][CH2:40][CH2:41][CH2:42][CH2:43][CH2:44][CH2:45][C:46]1[CH:51]=[CH:50][CH:49]=[CH:48][CH:47]=1. (3) Given the product [Br:12][C:13]1[C:14]([CH3:34])=[C:15]([CH:31]=[CH:32][CH:33]=1)[CH2:16][O:17][C:18]1[CH:19]=[CH:20][C:21]([CH2:22][N:23]2[CH2:24][CH2:28][CH2:1]2)=[CH:29][CH:30]=1.[C:35](=[O:36])([O-:38])[O-:37].[Cs+:39].[Cs+:39], predict the reactants needed to synthesize it. The reactants are: [CH3:1]OC1C=C(B(O)O)C=CC=1.[Br:12][C:13]1[C:14]([CH3:34])=[C:15]([CH:31]=[CH:32][CH:33]=1)[CH2:16][O:17][C:18]1[CH:30]=[CH:29][C:21]([CH2:22][NH:23][C@@H:24]([CH3:28])C(O)=O)=[CH:20][CH:19]=1.[C:35](=[O:38])([O-:37])[O-:36].[Cs+:39].[Cs+].ClCCl. (4) Given the product [Br:17][C:7]1[C:2]([OH:1])=[C:3]([C:9]([C:11]2[CH:12]=[CH:13][CH:14]=[CH:15][CH:16]=2)=[O:10])[CH:4]=[C:5]([CH3:8])[CH:6]=1, predict the reactants needed to synthesize it. The reactants are: [OH:1][C:2]1[CH:7]=[CH:6][C:5]([CH3:8])=[CH:4][C:3]=1[C:9]([C:11]1[CH:16]=[CH:15][CH:14]=[CH:13][CH:12]=1)=[O:10].[Br:17]Br.O. (5) Given the product [NH2:19][C:20]1[N:28]=[C:27]2[C:23]([N:24]=[CH:25][N:26]2[C@@H:29]2[O:30][C@H:31]([CH2:47][O:48][P@:5]([O:4][C:3]3[CH:15]=[CH:16][CH:17]=[CH:18][C:2]=3[CH2:14][CH2:8][C:9]([O:11][CH2:64][CH3:65])=[O:10])([NH:7][C@@H:8]([CH3:14])[C:9]([O:11][CH2:12][CH3:13])=[O:10])=[O:6])[C@@H:32]([O:36][C:37]([O:39][CH2:40][C:41]3[CH:46]=[CH:45][CH:44]=[CH:43][CH:42]=3)=[O:38])[C@:33]2([F:35])[CH3:34])=[C:22]([NH:49][C:50]([O:51][CH2:52][C:53]2[CH:54]=[CH:55][CH:56]=[CH:57][CH:58]=2)=[O:59])[N:21]=1, predict the reactants needed to synthesize it. The reactants are: Cl[C:2]1[CH:18]=[CH:17][CH:16]=[CH:15][C:3]=1[O:4][P:5](=[N:7][C@H:8]([CH3:14])[C:9]([O:11][CH2:12][CH3:13])=[O:10])=[O:6].[NH2:19][C:20]1[N:28]=[C:27]2[C:23]([N:24]=[CH:25][N:26]2[C@H:29]2[C@@:33]([F:35])([CH3:34])[C@H:32]([O:36][C:37]([O:39][CH2:40][C:41]3[CH:46]=[CH:45][CH:44]=[CH:43][CH:42]=3)=[O:38])[C@@H:31]([CH2:47][OH:48])[O:30]2)=[C:22]([NH:49][C:50](=[O:59])[O:51][CH2:52][C:53]2[CH:58]=[CH:57][CH:56]=[CH:55][CH:54]=2)[N:21]=1.CN1[CH:65]=[CH:64]N=C1. (6) Given the product [CH:1]1([C:7]2([CH3:15])[N:11]([CH3:12])[C:10](=[O:13])[N:9]([CH2:17][C:18]([C:20]3[CH:25]=[CH:24][C:23]([O:26][CH3:27])=[C:22]([OH:28])[CH:21]=3)=[O:19])[C:8]2=[O:14])[CH2:2][CH2:3][CH2:4][CH2:5][CH2:6]1, predict the reactants needed to synthesize it. The reactants are: [CH:1]1([C:7]2([CH3:15])[N:11]([CH3:12])[C:10](=[O:13])[NH:9][C:8]2=[O:14])[CH2:6][CH2:5][CH2:4][CH2:3][CH2:2]1.Br[CH2:17][C:18]([C:20]1[CH:25]=[CH:24][C:23]([O:26][CH3:27])=[C:22]([OH:28])[CH:21]=1)=[O:19]. (7) The reactants are: [C:1]([C:3]1[CH:8]=[C:7]([CH3:9])[CH:6]=[CH:5][C:4]=1[C:10]1[CH:15]=[C:14]([C:16]([O:18][CH3:19])=[O:17])[CH:13]=[C:12]([C:20](OC)=[O:21])[CH:11]=1)#[N:2].[BH4-].[Na+].O. Given the product [C:1]([C:3]1[CH:8]=[C:7]([CH3:9])[CH:6]=[CH:5][C:4]=1[C:10]1[CH:11]=[C:12]([CH2:20][OH:21])[CH:13]=[C:14]([C:16]([O:18][CH3:19])=[O:17])[CH:15]=1)#[N:2], predict the reactants needed to synthesize it. (8) Given the product [C:1]([O:5][C:6](=[O:26])[NH:7][C@H:8]([C:10]1[CH:15]=[CH:14][C:13]([CH:16]2[CH2:17][O:25]2)=[CH:12][CH:11]=1)[CH3:9])([CH3:4])([CH3:3])[CH3:2], predict the reactants needed to synthesize it. The reactants are: [C:1]([O:5][C:6](=[O:26])[NH:7][C@H:8]([C:10]1[CH:15]=[CH:14][C:13]([CH:16]([OH:25])[CH2:17]N2CCN(C)CC2)=[CH:12][CH:11]=1)[CH3:9])([CH3:4])([CH3:3])[CH3:2].CN1CCNCC1. (9) Given the product [O:44]1[C:26]2[C:27](=[N:28][CH:23]=[CH:24][C:25]=2[NH:39][C:10](=[O:12])[CH2:9][NH:8][C:6](=[O:7])[O:5][C:1]([CH3:2])([CH3:3])[CH3:4])[CH:22]=[CH:45]1, predict the reactants needed to synthesize it. The reactants are: [C:1]([O:5][C:6]([NH:8][CH2:9][C:10]([OH:12])=O)=[O:7])([CH3:4])([CH3:3])[CH3:2].CN(C(ON1N=[N:28][C:23]2[CH:24]=[CH:25][CH:26]=[CH:27][C:22]1=2)=[N+](C)C)C.F[P-](F)(F)(F)(F)F.C([N:39](CC)CC)C.[O:44]1C2N=CC=C(N)C=2C=[CH:45]1. (10) Given the product [Br:1][C:2]1[CH:3]=[C:4]([CH2:8][N:9]([CH3:18])[S:10]([CH2:13][CH3:14])(=[O:11])=[O:12])[CH:5]=[N:6][CH:7]=1, predict the reactants needed to synthesize it. The reactants are: [Br:1][C:2]1[CH:3]=[C:4]([CH2:8][NH:9][S:10]([CH2:13][CH3:14])(=[O:12])=[O:11])[CH:5]=[N:6][CH:7]=1.[H-].[Na+].I[CH3:18].